Task: Predict the reaction yield, written as a fraction of the theoretical maximum amount of product (1.0 means a 100% yield; for example, 0.34 means a 34% yield).. Dataset: Reaction yield outcomes from USPTO patents with 853,638 reactions (1) The reactants are [CH:1]([O:3][CH3:4])=[O:2].[CH:5]([O:8][C:9]1[N:14]=[C:13]([O:15][CH2:16][C:17]2[CH:22]=[CH:21][CH:20]=[CH:19][C:18]=2[CH2:23][C:24](OC)=[O:25])[CH:12]=[C:11]([C:28]([F:31])([F:30])[F:29])[N:10]=1)([CH3:7])[CH3:6].C(N(CC)CC)C.C(O)(=O)C. The catalyst is ClC1C=CC=CC=1.[Ti](Cl)(Cl)(Cl)Cl.O. The product is [OH:25][CH:24]=[C:23]([C:18]1[CH:19]=[CH:20][CH:21]=[CH:22][C:17]=1[CH2:16][O:15][C:13]1[CH:12]=[C:11]([C:28]([F:31])([F:29])[F:30])[N:10]=[C:9]([O:8][CH:5]([CH3:7])[CH3:6])[N:14]=1)[C:1]([O:3][CH3:4])=[O:2]. The yield is 0.559. (2) The reactants are [Cl:1][C:2]1[CH:7]=[CH:6][C:5]([CH:8]([C:10]2[CH:14]=[C:13]([C:15]3[CH:20]=[CH:19][N:18]=[CH:17][CH:16]=3)[S:12][C:11]=2[C:21]2[NH:25][CH:24]=[N:23][N:22]=2)[OH:9])=[CH:4][CH:3]=1.Cl.[CH3:27]O. No catalyst specified. The product is [Cl:1][C:2]1[CH:7]=[CH:6][C:5]([CH:8]([O:9][CH3:27])[C:10]2[CH:14]=[C:13]([C:15]3[CH:16]=[CH:17][N:18]=[CH:19][CH:20]=3)[S:12][C:11]=2[C:21]2[NH:25][CH:24]=[N:23][N:22]=2)=[CH:4][CH:3]=1. The yield is 0.780. (3) The reactants are [Cl:1][C:2]1[CH:3]=[C:4]([NH:8][S:9]([C:12]2[CH:13]=[C:14]3[C:18](=[CH:19][CH:20]=2)[NH:17][C:16](=[O:21])[CH2:15]3)(=[O:11])=[O:10])[CH:5]=[CH:6][CH:7]=1.[CH2:22]([N:24]([CH2:39][CH3:40])[CH2:25][CH2:26][NH:27][C:28]([C:30]1[C:34]([CH3:35])=[C:33]([CH:36]=O)[NH:32][C:31]=1[CH3:38])=[O:29])[CH3:23]. No catalyst specified. The product is [CH2:39]([N:24]([CH2:22][CH3:23])[CH2:25][CH2:26][NH:27][C:28]([C:30]1[C:34]([CH3:35])=[C:33]([CH:36]=[C:15]2[C:14]3[C:18](=[CH:19][CH:20]=[C:12]([S:9](=[O:11])(=[O:10])[NH:8][C:4]4[CH:5]=[CH:6][CH:7]=[C:2]([Cl:1])[CH:3]=4)[CH:13]=3)[NH:17][C:16]2=[O:21])[NH:32][C:31]=1[CH3:38])=[O:29])[CH3:40]. The yield is 0.370. (4) The reactants are [F:1][C:2]1[CH:3]=[CH:4][C:5]([NH:8][NH2:9])=[N:6][CH:7]=1.[CH2:10]([N:12]1[CH2:16][CH2:15][CH2:14][C@H:13]1[C:17](O)=[O:18])[CH3:11].C(Cl)CCl.C1C=CC2N(O)N=NC=2C=1.O. The catalyst is CN(C=O)C. The product is [F:1][C:2]1[CH:3]=[CH:4][C:5]([N:8]([C:17]([C@@H:13]2[CH2:14][CH2:15][CH2:16][N:12]2[CH2:10][CH3:11])=[O:18])[NH2:9])=[N:6][CH:7]=1. The yield is 0.540. (5) The reactants are [N:1]1([CH2:7][CH2:8][CH2:9][OH:10])[CH2:6][CH2:5][CH2:4][CH2:3][CH2:2]1.[H-].[Na+].[F:13][C:14]1[C:15]([C:35]2[CH:36]=[N:37][C:38](F)=[CH:39][CH:40]=2)=[CH:16][C:17]2[C:18]3[N:26]([CH:27]4[CH2:32][CH2:31][O:30][CH2:29][CH2:28]4)[C:25](=[O:33])[N:24]([CH3:34])[C:19]=3[CH:20]=[N:21][C:22]=2[CH:23]=1. The catalyst is C1COCC1. The product is [F:13][C:14]1[C:15]([C:35]2[CH:36]=[N:37][C:38]([O:10][CH2:9][CH2:8][CH2:7][N:1]3[CH2:6][CH2:5][CH2:4][CH2:3][CH2:2]3)=[CH:39][CH:40]=2)=[CH:16][C:17]2[C:18]3[N:26]([CH:27]4[CH2:28][CH2:29][O:30][CH2:31][CH2:32]4)[C:25](=[O:33])[N:24]([CH3:34])[C:19]=3[CH:20]=[N:21][C:22]=2[CH:23]=1. The yield is 0.560. (6) The reactants are [F:1][C:2]1[C:3](F)([O:44][CH2:45][O:46][CH2:47][CH2:48][Si:49]([CH3:52])([CH3:51])[CH3:50])[CH2:4][C:5]([CH2:39][C:40]([F:43])([F:42])[F:41])=[C:6]([C:8]2[N:13]=[C:12]([NH:14][CH2:15][C:16]3[CH:21]=[CH:20][CH:19]=[CH:18][C:17]=3[NH:22][CH3:23])[C:11]3[C:24]([C:35]([NH:37][CH3:38])=[O:36])=[N:25][N:26]([CH2:27][O:28][CH2:29][CH2:30][Si:31]([CH3:34])([CH3:33])[CH3:32])[C:10]=3[CH:9]=2)[CH:7]=1.[H-].[Na+].[CH3:56][N:57]([CH3:62])S(Cl)(=O)=O.[C:63](=[O:66])([O-])[O-].[Cs+].[Cs+].CI. The catalyst is C1COCC1. The product is [F:1][C:2]1[C:3]([O:44][CH2:45][O:46][CH2:47][CH2:48][Si:49]([CH3:52])([CH3:50])[CH3:51])=[CH:4][C:5]([CH2:39][C:40]([F:42])([F:43])[F:41])=[C:6]([C:8]2[N:13]=[C:12]([NH:14][CH2:15][C:16]3[CH:21]=[CH:20][CH:19]=[CH:18][C:17]=3[N:22]([CH3:23])[C:63]([N:57]([CH3:62])[CH3:56])=[O:66])[C:11]3[C:24]([C:35]([NH:37][CH3:38])=[O:36])=[N:25][N:26]([CH2:27][O:28][CH2:29][CH2:30][Si:31]([CH3:34])([CH3:32])[CH3:33])[C:10]=3[CH:9]=2)[CH:7]=1. The yield is 0.780. (7) The reactants are [CH3:1][O:2][C:3]1[CH:4]=[C:5]([CH:9]([NH:11][CH3:12])[CH3:10])[CH:6]=[CH:7][CH:8]=1.C1[C:22]2[C:17](=[CH:18]C=CC=2)[CH:16]=CN=1.Cl[CH2:24][CH2:25][CH2:26][NH:27][C:28](=[O:30])[OH:29].C([O-])([O-])=O.[K+].[K+]. The catalyst is CN(C=O)C. The product is [C:17]([O:29][C:28](=[O:30])[NH:27][CH2:26][CH2:25][CH2:24][N:11]([CH:9]([C:5]1[CH:6]=[CH:7][CH:8]=[C:3]([O:2][CH3:1])[CH:4]=1)[CH3:10])[CH3:12])([CH3:22])([CH3:18])[CH3:16]. The yield is 0.400.